Dataset: Forward reaction prediction with 1.9M reactions from USPTO patents (1976-2016). Task: Predict the product of the given reaction. (1) The product is: [F:1][C:2]1[CH:3]=[C:4]2[C:8](=[C:9]([F:11])[CH:10]=1)[N:7]([CH2:27][CH2:28][O:29][C@@H:30]1[CH2:35][CH2:34][CH2:33][C@H:32]([O:36][CH2:37][C:38]3[N:39]=[C:40]([C:44]4[CH:45]=[C:46]([CH3:50])[CH:47]=[CH:48][CH:49]=4)[O:41][C:42]=3[CH3:43])[CH2:31]1)[C:6]([C:12]([OH:14])=[O:13])=[CH:5]2. Given the reactants [F:1][C:2]1[CH:3]=[C:4]2[C:8](=[C:9]([F:11])[CH:10]=1)[NH:7][C:6]([C:12]([OH:14])=[O:13])=[CH:5]2.[H-].[Na+].C1(C)C=CC(S(O[CH2:27][CH2:28][O:29][C@@H:30]2[CH2:35][CH2:34][CH2:33][C@H:32]([O:36][CH2:37][C:38]3[N:39]=[C:40]([C:44]4[CH:45]=[C:46]([CH3:50])[CH:47]=[CH:48][CH:49]=4)[O:41][C:42]=3[CH3:43])[CH2:31]2)(=O)=O)=CC=1.C(O)(C(F)(F)F)=O, predict the reaction product. (2) Given the reactants Cl[C:2]1[N:7]=[C:6]([C:8]2[N:12]3[CH:13]=[CH:14][CH:15]=[CH:16][C:11]3=[N:10][C:9]=2[C:17]2[CH:18]=[CH:19][C:20]([O:34][CH3:35])=[C:21]([CH:33]=2)[C:22]([NH:24][C:25]2[C:30]([F:31])=[CH:29][CH:28]=[CH:27][C:26]=2[F:32])=[O:23])[CH:5]=[CH:4][N:3]=1.[CH3:36][N:37]([CH2:39][C:40]1[O:44][C:43]([C:45]2[CH:51]=[CH:50][C:48]([NH2:49])=[C:47]([O:52][CH3:53])[CH:46]=2)=[N:42][N:41]=1)[CH3:38].Cl, predict the reaction product. The product is: [F:32][C:26]1[CH:27]=[CH:28][CH:29]=[C:30]([F:31])[C:25]=1[NH:24][C:22](=[O:23])[C:21]1[CH:33]=[C:17]([C:9]2[N:10]=[C:11]3[CH:16]=[CH:15][CH:14]=[CH:13][N:12]3[C:8]=2[C:6]2[CH:5]=[CH:4][N:3]=[C:2]([NH:49][C:48]3[CH:50]=[CH:51][C:45]([C:43]4[O:44][C:40]([CH2:39][N:37]([CH3:36])[CH3:38])=[N:41][N:42]=4)=[CH:46][C:47]=3[O:52][CH3:53])[N:7]=2)[CH:18]=[CH:19][C:20]=1[O:34][CH3:35]. (3) Given the reactants C([Li])CCC.CCCCCC.C(NC(C)C)(C)C.[Cl:19][C:20]1[N:28]=[C:27]([Cl:29])[C:26]([F:30])=[CH:25][C:21]=1[C:22]([OH:24])=[O:23].CN([CH:34]=[O:35])C.Cl, predict the reaction product. The product is: [Cl:19][C:20]1[C:21]2[C:22](=[O:24])[O:23][CH:34]([OH:35])[C:25]=2[C:26]([F:30])=[C:27]([Cl:29])[N:28]=1. (4) Given the reactants Cl.[NH2:2][C@H:3]1[CH2:7][CH2:6][N:5]([C:8]2[CH:13]=[CH:12][C:11]([N:14]3[CH2:18][C@H:17]([CH2:19][N:20]([C:29]4[CH:33]=[CH:32][O:31][N:30]=4)C(OCC(Cl)(Cl)Cl)=O)[O:16][C:15]3=[O:34])=[CH:10][C:9]=2[F:35])[CH2:4]1.Cl[C:37]([O:39][CH3:40])=[O:38], predict the reaction product. The product is: [CH3:40][O:39][C:37]([NH:2][C@H:3]1[CH2:7][CH2:6][N:5]([C:8]2[CH:13]=[CH:12][C:11]([N:14]3[CH2:18][C@H:17]([CH2:19][NH:20][C:29]4[CH:33]=[CH:32][O:31][N:30]=4)[O:16][C:15]3=[O:34])=[CH:10][C:9]=2[F:35])[CH2:4]1)=[O:38]. (5) Given the reactants [F:1][C:2]1[CH:11]=[C:10]2[C:5]([C:6](=[O:38])[CH:7]=[C:8]([C:12]([NH:14][CH:15]3[CH2:20][CH2:19][N:18]([CH2:21][C:22]4[CH:27]=[CH:26][C:25]([NH:28][CH2:29][CH2:30][CH2:31][N:32]5[CH2:36][CH2:35][CH2:34][CH2:33]5)=[C:24]([F:37])[CH:23]=4)[CH2:17][CH2:16]3)=[O:13])[O:9]2)=[CH:4][CH:3]=1.[C:39](Cl)(=[O:41])[CH3:40], predict the reaction product. The product is: [C:39]([N:28]([CH2:29][CH2:30][CH2:31][N:32]1[CH2:36][CH2:35][CH2:34][CH2:33]1)[C:25]1[CH:26]=[CH:27][C:22]([CH2:21][N:18]2[CH2:17][CH2:16][CH:15]([NH:14][C:12]([C:8]3[O:9][C:10]4[C:5]([C:6](=[O:38])[CH:7]=3)=[CH:4][CH:3]=[C:2]([F:1])[CH:11]=4)=[O:13])[CH2:20][CH2:19]2)=[CH:23][C:24]=1[F:37])(=[O:41])[CH3:40]. (6) Given the reactants [F:1][C:2]1[CH:3]=[C:4]([NH2:18])[CH:5]=[CH:6][C:7]=1[O:8][C:9]1[C:10]2[N:11]([CH:15]=[CH:16][CH:17]=2)[N:12]=[CH:13][CH:14]=1.[CH3:19][N:20]1[C:24]([CH3:25])=[C:23]([C:26](O)=[O:27])[C:22](=[O:29])[N:21]1[C:30]1[CH:35]=[CH:34][CH:33]=[CH:32][CH:31]=1.CN(C(ON1N=NC2C=CC=NC1=2)=[N+](C)C)C.F[P-](F)(F)(F)(F)F.C(N(CC)CC)C, predict the reaction product. The product is: [F:1][C:2]1[CH:3]=[C:4]([NH:18][C:26]([C:23]2[C:22](=[O:29])[N:21]([C:30]3[CH:31]=[CH:32][CH:33]=[CH:34][CH:35]=3)[N:20]([CH3:19])[C:24]=2[CH3:25])=[O:27])[CH:5]=[CH:6][C:7]=1[O:8][C:9]1[C:10]2[N:11]([CH:15]=[CH:16][CH:17]=2)[N:12]=[CH:13][CH:14]=1. (7) Given the reactants CSC.B.[F:5][C:6]([F:14])([F:13])[C:7]1([C:10](O)=[O:11])[CH2:9][CH2:8]1, predict the reaction product. The product is: [F:5][C:6]([F:14])([F:13])[C:7]1([CH2:10][OH:11])[CH2:9][CH2:8]1.